Predict which catalyst facilitates the given reaction. From a dataset of Catalyst prediction with 721,799 reactions and 888 catalyst types from USPTO. (1) Reactant: C([O:8][C:9](=[O:39])[C@@H:10]([NH:15][C:16](=[O:38])[C@@H:17]([NH:22][C:23](=[O:37])[C@@H:24]([NH:33][C:34](=[O:36])[CH3:35])[CH2:25][C:26]1[CH:31]=[CH:30][CH:29]=[CH:28][C:27]=1[CH3:32])[C:18]([CH3:21])([CH3:20])[CH3:19])[CH2:11][CH:12]([CH3:14])[CH3:13])C1C=CC=CC=1. Product: [C:34]([NH:33][C@@H:24]([CH2:25][C:26]1[CH:31]=[CH:30][CH:29]=[CH:28][C:27]=1[CH3:32])[C:23]([NH:22][C@@H:17]([C:18]([CH3:21])([CH3:19])[CH3:20])[C:16]([NH:15][C@@H:10]([CH2:11][CH:12]([CH3:14])[CH3:13])[C:9]([OH:39])=[O:8])=[O:38])=[O:37])(=[O:36])[CH3:35]. The catalyst class is: 19. (2) Reactant: [CH2:1]([O:3][CH2:4][C:5]1[C:14]2[C:9](=[CH:10][CH:11]=[CH:12][CH:13]=2)[C:8]([C:15]([NH:17][C:18]2[C:19]([C:24]([NH:26][CH2:27][CH:28]3[CH2:33][CH2:32][CH2:31][CH2:30][N:29]3C(OC(C)(C)C)=O)=[O:25])=[N:20][CH:21]=[CH:22][CH:23]=2)=[O:16])=[CH:7][CH:6]=1)[CH3:2].[C:41]([OH:47])([C:43]([F:46])([F:45])[F:44])=[O:42]. Product: [CH2:1]([O:3][CH2:4][C:5]1[C:14]2[C:9](=[CH:10][CH:11]=[CH:12][CH:13]=2)[C:8]([C:15]([NH:17][C:18]2[C:19]([C:24]([NH:26][CH2:27][CH:28]3[CH2:33][CH2:32][CH2:31][CH2:30][NH:29]3)=[O:25])=[N:20][CH:21]=[CH:22][CH:23]=2)=[O:16])=[CH:7][CH:6]=1)[CH3:2].[C:41]([OH:47])([C:43]([F:46])([F:45])[F:44])=[O:42]. The catalyst class is: 2. (3) Reactant: [Cl:1][C:2]1[N:9]=[C:8]([C:10]2[CH:15]=[CH:14][CH:13]=[CH:12][CH:11]=2)[C:7]([C:16]2[CH:21]=[CH:20][C:19](=[O:22])[N:18]([CH:23]([CH3:25])[CH3:24])[N:17]=2)=[CH:6][C:3]=1[C:4]#[N:5].OO.O.CC[O:31]C(C)=O. Product: [Cl:1][C:2]1[N:9]=[C:8]([C:10]2[CH:11]=[CH:12][CH:13]=[CH:14][CH:15]=2)[C:7]([C:16]2[CH:21]=[CH:20][C:19](=[O:22])[N:18]([CH:23]([CH3:25])[CH3:24])[N:17]=2)=[CH:6][C:3]=1[C:4]([NH2:5])=[O:31]. The catalyst class is: 16. (4) Reactant: [NH2:1][CH2:2][CH2:3][NH:4][C:5]([C:7]1([C:11]#[N:12])[CH2:10][CH2:9][CH2:8]1)=O.B.C1COCC1.C(N=[N+]=[N-])CCCCCCCC. Product: [NH2:12][CH2:11][C:7]1([CH2:5][NH:4][CH2:3][CH2:2][NH2:1])[CH2:10][CH2:9][CH2:8]1. The catalyst class is: 7. (5) Reactant: [NH2:1][C:2]1[C:7]([N+:8]([O-:10])=[O:9])=[CH:6][CH:5]=[C:4](Cl)[N:3]=1.C([O-])([O-])=O.[Na+].[Na+].[N:18]1[CH:23]=[CH:22][C:21](B(O)O)=[CH:20][CH:19]=1. Product: [N+:8]([C:7]1[CH:6]=[CH:5][C:4]([C:21]2[CH:22]=[CH:23][N:18]=[CH:19][CH:20]=2)=[N:3][C:2]=1[NH2:1])([O-:10])=[O:9]. The catalyst class is: 669. (6) Reactant: [Cl:1][CH2:2][CH2:3][N:4]([CH2:15][CH2:16][Cl:17])[C:5]1[CH:10]=[CH:9][C:8]([CH2:11][C:12]([OH:14])=O)=[CH:7][CH:6]=1.C1CCC(N=C=NC2CCCCC2)CC1.[C:33]([C:37]1[O:41][C:40]([CH2:42][S:43][C:44]2[S:48][C:47]([NH2:49])=[N:46][CH:45]=2)=[N:39][CH:38]=1)([CH3:36])([CH3:35])[CH3:34]. Product: [Cl:17][CH2:16][CH2:15][N:4]([CH2:3][CH2:2][Cl:1])[C:5]1[CH:6]=[CH:7][C:8]([CH2:11][C:12]([NH:49][C:47]2[S:48][C:44]([S:43][CH2:42][C:40]3[O:41][C:37]([C:33]([CH3:36])([CH3:35])[CH3:34])=[CH:38][N:39]=3)=[CH:45][N:46]=2)=[O:14])=[CH:9][CH:10]=1. The catalyst class is: 79. (7) Reactant: [F:1][C:2]([F:15])([F:14])[C:3]1[CH:4]=[C:5]2[C:9](=[CH:10][CH:11]=1)[C:8](=[O:12])O[C:6]2=[O:13].[CH3:16][C:17]([NH2:20])([CH3:19])[CH3:18]. Product: [C:17]([N:20]1[C:6](=[O:13])[C:5]2[C:9](=[CH:10][CH:11]=[C:3]([C:2]([F:1])([F:15])[F:14])[CH:4]=2)[C:8]1=[O:12])([CH3:19])([CH3:18])[CH3:16]. The catalyst class is: 15. (8) Reactant: FC(F)(F)C(O)=O.[Cl:8][C:9]1[CH:14]=[CH:13][C:12]([C@@H:15]([NH:17][C:18]([C:20]2([CH2:35][NH:36]C(=O)OC(C)(C)C)[CH2:25][CH2:24][N:23]([C:26]3[C:27]4[CH:34]=[CH:33][NH:32][C:28]=4[N:29]=[CH:30][N:31]=3)[CH2:22][CH2:21]2)=[O:19])[CH3:16])=[CH:11][CH:10]=1. Product: [NH2:36][CH2:35][C:20]1([C:18]([NH:17][C@H:15]([C:12]2[CH:11]=[CH:10][C:9]([Cl:8])=[CH:14][CH:13]=2)[CH3:16])=[O:19])[CH2:21][CH2:22][N:23]([C:26]2[C:27]3[CH:34]=[CH:33][NH:32][C:28]=3[N:29]=[CH:30][N:31]=2)[CH2:24][CH2:25]1. The catalyst class is: 2. (9) Reactant: O[CH2:2][C:3]1[CH:7]=[C:6]([C:8]2[C:9]([N:14]([C:22]([O:24][C:25]([CH3:28])([CH3:27])[CH3:26])=[O:23])[C:15]([O:17][C:18]([CH3:21])([CH3:20])[CH3:19])=[O:16])=[N:10][CH:11]=[CH:12][CH:13]=2)[O:5][N:4]=1.C(N(CC)CC)C.COCCOC.P(Br)(Br)[Br:43]. Product: [Br:43][CH2:2][C:3]1[CH:7]=[C:6]([C:8]2[C:9]([N:14]([C:22]([O:24][C:25]([CH3:28])([CH3:27])[CH3:26])=[O:23])[C:15]([O:17][C:18]([CH3:21])([CH3:20])[CH3:19])=[O:16])=[N:10][CH:11]=[CH:12][CH:13]=2)[O:5][N:4]=1. The catalyst class is: 6.